The task is: Predict the reactants needed to synthesize the given product.. This data is from Full USPTO retrosynthesis dataset with 1.9M reactions from patents (1976-2016). (1) Given the product [Cl:1][C:2]1[N:6]([C:7]2[N:8]=[C:9]([CH3:14])[N:10]=[C:11]([NH2:19])[N:12]=2)[C:5]2[CH:15]=[CH:16][CH:17]=[CH:18][C:4]=2[N:3]=1, predict the reactants needed to synthesize it. The reactants are: [Cl:1][C:2]1[N:6]([C:7]2[N:12]=[C:11](Cl)[N:10]=[C:9]([CH3:14])[N:8]=2)[C:5]2[CH:15]=[CH:16][CH:17]=[CH:18][C:4]=2[N:3]=1.[NH3:19].CO. (2) Given the product [C:29]1([C:26]2[NH:15][C:16]3=[C:17]4[C:22](=[CH:23][CH:24]=[C:25]3[CH:27]=2)[CH:21]=[N:20][CH:19]=[CH:18]4)[CH:34]=[CH:33][CH:32]=[CH:31][CH:30]=1, predict the reactants needed to synthesize it. The reactants are: C(=N[NH:15][C:16]1[CH:25]=[CH:24][CH:23]=[C:22]2[C:17]=1[CH:18]=[CH:19][N:20]=[CH:21]2)(C1C=CC=CC=1)C1C=CC=CC=1.[C:26]([C:29]1[CH:34]=[CH:33][CH:32]=[CH:31][CH:30]=1)(=O)[CH3:27].CC1C=CC(S(O)(=O)=O)=CC=1. (3) Given the product [Cl:1][C:2]1[CH:7]=[CH:6][C:5]([N:8]2[C:12]([C:13]3[CH:18]=[CH:17][CH:16]=[C:15]([C:19]([F:22])([F:20])[F:21])[CH:14]=3)=[CH:11][C:10]([C:23]([OH:25])=[O:24])=[N:9]2)=[CH:4][CH:3]=1, predict the reactants needed to synthesize it. The reactants are: [Cl:1][C:2]1[CH:7]=[CH:6][C:5]([N:8]2[C:12]([C:13]3[CH:18]=[CH:17][CH:16]=[C:15]([C:19]([F:22])([F:21])[F:20])[CH:14]=3)=[CH:11][C:10]([C:23]([O:25]CC)=[O:24])=[N:9]2)=[CH:4][CH:3]=1.[OH-].[Li+]. (4) The reactants are: C(O[C:5]1[C:6](=[O:20])[C:7](=[O:19])[C:8]=1[C:9]1[CH:14]=[CH:13][C:12]([C:15]([F:18])([F:17])[F:16])=[CH:11][CH:10]=1)(C)C.[NH2:21][CH:22]([C:24]([CH3:27])([CH3:26])[CH3:25])[CH3:23]. Given the product [F:18][C:15]([F:16])([F:17])[C:12]1[CH:11]=[CH:10][C:9]([C:8]2[C:7](=[O:19])[C:6](=[O:20])[C:5]=2[NH:21][CH:22]([CH3:23])[C:24]([CH3:27])([CH3:26])[CH3:25])=[CH:14][CH:13]=1, predict the reactants needed to synthesize it. (5) Given the product [Br:1][C:2]1[C:3]2[S:8][CH:9]=[CH:10][C:4]=2[CH:5]=[CH:6][CH:7]=1, predict the reactants needed to synthesize it. The reactants are: [Br:1][C:2]1[CH:7]=[CH:6][CH:5]=[CH:4][C:3]=1[S:8][CH2:9][CH:10](OCC)OCC. (6) The reactants are: [F:1][C:2]1[CH:3]=[C:4]([C:9]2[C:10]3[CH2:29][O:28][CH2:27][CH2:26][C:11]=3[N:12]([C:14](N[C@@H](C(C)(C)C)C(NC)=O)=[O:15])[N:13]=2)[CH:5]=[CH:6][C:7]=1[F:8].[NH2:30][C:31]1[S:32][CH:33]=[C:34]([C:36]([CH3:39])([CH3:38])[CH3:37])[N:35]=1. Given the product [C:36]([C:34]1[N:35]=[C:31]([NH:30][C:14]([N:12]2[C:11]3[CH2:26][CH2:27][O:28][CH2:29][C:10]=3[C:9]([C:4]3[CH:5]=[CH:6][C:7]([F:8])=[C:2]([F:1])[CH:3]=3)=[N:13]2)=[O:15])[S:32][CH:33]=1)([CH3:39])([CH3:38])[CH3:37], predict the reactants needed to synthesize it. (7) The reactants are: Cl.[NH2:2][CH2:3][CH:4]([C:7]1[C:16]2[C:11](=[CH:12][CH:13]=[C:14]([O:17][CH3:18])[CH:15]=2)[CH:10]=[CH:9][CH:8]=1)[CH2:5][OH:6].C(=O)([O-])[O-].[K+].[K+].[F:25][CH2:26][C:27](Cl)=[O:28]. Given the product [F:25][CH2:26][C:27]([NH:2][CH2:3][CH:4]([C:7]1[C:16]2[C:11](=[CH:12][CH:13]=[C:14]([O:17][CH3:18])[CH:15]=2)[CH:10]=[CH:9][CH:8]=1)[CH2:5][OH:6])=[O:28], predict the reactants needed to synthesize it. (8) Given the product [NH2:9][C:4]1[C:3]([O:2][CH3:1])=[CH:8][C:7]([Cl:10])=[CH:6][N:5]=1, predict the reactants needed to synthesize it. The reactants are: [CH3:1][O:2][C:3]1[C:4]([NH2:9])=[N:5][CH:6]=[CH:7][CH:8]=1.[Cl:10]N1C(=O)CCC1=O. (9) Given the product [NH2:10][C:8]1[CH:7]=[CH:6][N:5]=[C:4]([C:1](=[O:3])[CH3:2])[CH:9]=1, predict the reactants needed to synthesize it. The reactants are: [C:1]([C:4]1[CH:9]=[C:8]([NH:10]C(=O)OC(C)(C)C)[CH:7]=[CH:6][N:5]=1)(=[O:3])[CH3:2].FC(F)(F)C(O)=O. (10) Given the product [CH3:49][C:48]1[O:47][N:46]=[C:45]([C:50]2[CH:51]=[CH:52][CH:53]=[CH:54][CH:55]=2)[C:44]=1[C:42]1[N:41]=[CH:40][N:39]([C:5]2[CH:14]=[CH:13][CH:8]=[CH:7][CH:6]=2)[CH:43]=1, predict the reactants needed to synthesize it. The reactants are: N1[C:14]2[C:5](=[CH:6][CH:7]=[C:8]3[C:13]=2N=CC=C3)C=CC=1.C(=CC(C=CC1C=CC=CC=1)=O)C1C=CC=CC=1.C(=O)([O-])[O-].[Cs+].[Cs+].[NH:39]1[CH:43]=[C:42]([C:44]2[C:45]([C:50]3[CH:55]=[CH:54][CH:53]=[CH:52][CH:51]=3)=[N:46][O:47][C:48]=2[CH3:49])[N:41]=[CH:40]1.IC1C=CC=CC=1.[Cl-].[NH4+].